This data is from Peptide-MHC class I binding affinity with 185,985 pairs from IEDB/IMGT. The task is: Regression. Given a peptide amino acid sequence and an MHC pseudo amino acid sequence, predict their binding affinity value. This is MHC class I binding data. (1) The binding affinity (normalized) is 0.0847. The MHC is HLA-B51:01 with pseudo-sequence HLA-B51:01. The peptide sequence is YLIPSVTSL. (2) The peptide sequence is NSDYMMWVG. The MHC is HLA-A01:01 with pseudo-sequence HLA-A01:01. The binding affinity (normalized) is 0.0847. (3) The peptide sequence is YLTMKAIEK. The MHC is HLA-A03:01 with pseudo-sequence HLA-A03:01. The binding affinity (normalized) is 0.450.